This data is from NCI-60 drug combinations with 297,098 pairs across 59 cell lines. The task is: Regression. Given two drug SMILES strings and cell line genomic features, predict the synergy score measuring deviation from expected non-interaction effect. (1) Drug 1: CN(CCCl)CCCl.Cl. Drug 2: COC1=C2C(=CC3=C1OC=C3)C=CC(=O)O2. Cell line: SNB-75. Synergy scores: CSS=10.7, Synergy_ZIP=2.76, Synergy_Bliss=-2.25, Synergy_Loewe=-5.32, Synergy_HSA=-1.38. (2) Drug 2: C(CCl)NC(=O)N(CCCl)N=O. Cell line: UACC62. Drug 1: CC(C)(C#N)C1=CC(=CC(=C1)CN2C=NC=N2)C(C)(C)C#N. Synergy scores: CSS=2.12, Synergy_ZIP=-1.75, Synergy_Bliss=-0.720, Synergy_Loewe=-4.56, Synergy_HSA=-4.22. (3) Drug 1: CN1CCC(CC1)COC2=C(C=C3C(=C2)N=CN=C3NC4=C(C=C(C=C4)Br)F)OC. Drug 2: CS(=O)(=O)CCNCC1=CC=C(O1)C2=CC3=C(C=C2)N=CN=C3NC4=CC(=C(C=C4)OCC5=CC(=CC=C5)F)Cl. Cell line: IGROV1. Synergy scores: CSS=64.7, Synergy_ZIP=4.83, Synergy_Bliss=4.52, Synergy_Loewe=-0.0158, Synergy_HSA=8.35. (4) Drug 1: C1=C(C(=O)NC(=O)N1)N(CCCl)CCCl. Drug 2: CC1=C(C(=O)C2=C(C1=O)N3CC4C(C3(C2COC(=O)N)OC)N4)N. Cell line: ACHN. Synergy scores: CSS=64.8, Synergy_ZIP=-0.830, Synergy_Bliss=0.183, Synergy_Loewe=-0.330, Synergy_HSA=3.68. (5) Drug 1: CCCS(=O)(=O)NC1=C(C(=C(C=C1)F)C(=O)C2=CNC3=C2C=C(C=N3)C4=CC=C(C=C4)Cl)F. Drug 2: CCC1=C2CN3C(=CC4=C(C3=O)COC(=O)C4(CC)O)C2=NC5=C1C=C(C=C5)O. Cell line: RPMI-8226. Synergy scores: CSS=45.0, Synergy_ZIP=12.7, Synergy_Bliss=16.4, Synergy_Loewe=-16.8, Synergy_HSA=11.7.